From a dataset of Forward reaction prediction with 1.9M reactions from USPTO patents (1976-2016). Predict the product of the given reaction. (1) Given the reactants BrC1SC(C2N=NN(CC(OCC)=O)N=2)=CN=1.[F:18][C:19]([F:41])([F:40])[C:20]1[CH:21]=[C:22]([N:26]2[CH2:31][CH2:30][N:29]([C:32]3[N:36]=[C:35]([C:37]([NH2:39])=O)[O:34][N:33]=3)[CH2:28][CH2:27]2)[CH:23]=[CH:24][CH:25]=1.C(OC(C(F)(F)F)=O)(C(F)(F)F)=O, predict the reaction product. The product is: [F:41][C:19]([F:18])([F:40])[C:20]1[CH:21]=[C:22]([N:26]2[CH2:27][CH2:28][N:29]([C:32]3[N:36]=[C:35]([C:37]#[N:39])[O:34][N:33]=3)[CH2:30][CH2:31]2)[CH:23]=[CH:24][CH:25]=1. (2) The product is: [CH2:15]([O:18][C:5]1[C:4]([Cl:10])=[CH:3][C:2]([Br:1])=[CH:7][C:6]=1[Cl:9])[CH3:14]. Given the reactants [Br:1][C:2]1[CH:3]=[C:4]([Cl:10])[CH2:5][C:6]([Cl:9])(O)[CH:7]=1.BrC1C=C[C:15]([OH:18])=[C:14](CC)C=1, predict the reaction product.